This data is from Reaction yield outcomes from USPTO patents with 853,638 reactions. The task is: Predict the reaction yield, written as a fraction of the theoretical maximum amount of product (1.0 means a 100% yield; for example, 0.34 means a 34% yield). (1) The reactants are [Br:1][C:2]1[CH:3]=[C:4]2[C:8](=[CH:9][C:10]=1[N+:11]([O-:13])=[O:12])[NH:7][CH2:6][CH2:5]2.C(C1C(=O)C(Cl)=C(Cl)C(=O)C=1C#N)#N. The catalyst is O1CCOCC1. The product is [Br:1][C:2]1[CH:3]=[C:4]2[C:8](=[CH:9][C:10]=1[N+:11]([O-:13])=[O:12])[NH:7][CH:6]=[CH:5]2. The yield is 0.380. (2) The reactants are [N+:1]([C:4]1[CH:12]=[CH:11][C:7]2[N:8]=[CH:9][NH:10][C:6]=2[CH:5]=1)([O-:3])=[O:2].[CH2:13]([Mg]Br)[CH2:14][CH3:15].ClC1C(=O)C(Cl)=C(Cl)C(=O)C=1Cl. The catalyst is C1COCC1. The product is [CH2:13]([C:5]1[C:6]2[NH:10][CH:9]=[N:8][C:7]=2[CH:11]=[CH:12][C:4]=1[N+:1]([O-:3])=[O:2])[CH2:14][CH3:15]. The yield is 0.520. (3) The reactants are [CH2:1]([O:3][C:4](=[O:32])[CH:5]([C:10]1[CH:11]=[C:12]([C:22]2[CH:27]=[CH:26][C:25]([C:28]([F:31])([F:30])[F:29])=[CH:24][CH:23]=2)[CH:13]=[C:14]([CH:16]2[CH2:21][CH2:20][CH2:19][NH:18][CH2:17]2)[CH:15]=1)[CH2:6][CH:7]([CH3:9])[CH3:8])[CH3:2].[CH:33]([N:36]([CH:39]([CH3:41])[CH3:40])[CH2:37][CH3:38])([CH3:35])C. The catalyst is CC#N.CCOC(C)=O. The product is [CH2:1]([O:3][C:4](=[O:32])[CH:5]([C:10]1[CH:11]=[C:12]([C:22]2[CH:23]=[CH:24][C:25]([C:28]([F:29])([F:30])[F:31])=[CH:26][CH:27]=2)[CH:13]=[C:14]([CH:16]2[CH2:21][CH2:20][CH2:19][N:18]([CH2:10][C:5]3[CH:6]=[CH:40][C:39]([N:36]4[CH:33]=[CH:35][CH:38]=[CH:37]4)=[CH:41][CH:4]=3)[CH2:17]2)[CH:15]=1)[CH2:6][CH:7]([CH3:9])[CH3:8])[CH3:2]. The yield is 0.940. (4) The reactants are Cl[C:2]1[N:7]2[N:8]=[C:9]([CH3:11])[CH:10]=[C:6]2[N:5]=[C:4]([NH:12][C:13](=[O:24])[C:14]2[CH:19]=[CH:18][C:17]([C:20]([OH:23])([CH3:22])[CH3:21])=[CH:16][CH:15]=2)[CH:3]=1.[N:25]1([CH:32]=[O:33])[CH2:31][CH2:30][CH2:29][NH:28][CH2:27][CH2:26]1. The catalyst is CN(C=O)C.CS(C)=O.CO. The product is [CH:32]([N:25]1[CH2:31][CH2:30][CH2:29][N:28]([C:2]2[N:7]3[N:8]=[C:9]([CH3:11])[CH:10]=[C:6]3[N:5]=[C:4]([NH:12][C:13](=[O:24])[C:14]3[CH:19]=[CH:18][C:17]([C:20]([OH:23])([CH3:22])[CH3:21])=[CH:16][CH:15]=3)[CH:3]=2)[CH2:27][CH2:26]1)=[O:33]. The yield is 0.770.